This data is from Catalyst prediction with 721,799 reactions and 888 catalyst types from USPTO. The task is: Predict which catalyst facilitates the given reaction. (1) Reactant: Cl[C:2]1[C:11]2[C:6](=[CH:7][C:8]([O:14][CH2:15][CH2:16][CH2:17][N:18]([CH3:23])[S:19]([CH3:22])(=[O:21])=[O:20])=[C:9]([O:12][CH3:13])[CH:10]=2)[N:5]=[CH:4][N:3]=1.C(=O)([O-])[O-].[K+].[K+].[OH:30][C:31]1[CH:32]=[C:33]2[C:37](=[CH:38][CH:39]=1)[NH:36][C:35]([CH3:40])=[CH:34]2. Product: [CH3:13][O:12][C:9]1[CH:10]=[C:11]2[C:6](=[CH:7][C:8]=1[O:14][CH2:15][CH2:16][CH2:17][N:18]([CH3:23])[S:19]([CH3:22])(=[O:21])=[O:20])[N:5]=[CH:4][N:3]=[C:2]2[O:30][C:31]1[CH:32]=[C:33]2[C:37](=[CH:38][CH:39]=1)[NH:36][C:35]([CH3:40])=[CH:34]2. The catalyst class is: 3. (2) Reactant: [C:1](=O)([O-])[O-].[K+].[K+].[CH:7]1([CH:12]([N:16]2[CH:20]=[C:19]([C:21]3[C:22]4[CH:29]=[CH:28][N:27]([CH2:30][O:31][CH2:32][CH2:33][Si:34]([CH3:37])([CH3:36])[CH3:35])[C:23]=4[N:24]=[CH:25][N:26]=3)[CH:18]=[N:17]2)[CH2:13][CH:14]=O)[CH2:11][CH2:10][CH2:9][CH2:8]1.[N+](=C(P(=O)(OC)OC)C(=O)C)=[N-]. Product: [CH:7]1([CH:12]([N:16]2[CH:20]=[C:19]([C:21]3[C:22]4[CH:29]=[CH:28][N:27]([CH2:30][O:31][CH2:32][CH2:33][Si:34]([CH3:37])([CH3:35])[CH3:36])[C:23]=4[N:24]=[CH:25][N:26]=3)[CH:18]=[N:17]2)[CH2:13][C:14]#[CH:1])[CH2:11][CH2:10][CH2:9][CH2:8]1. The catalyst class is: 24. (3) Reactant: C([O:4][CH2:5][C:6]([N:8]1[C@@H:16]([C:17]2[CH:22]=[CH:21][C:20]([O:23][CH3:24])=[CH:19][CH:18]=2)[C@@H:15]2[C:10]([C:11]3[CH:28]=[C:27]([O:29][CH3:30])[CH:26]=[CH:25][C:12]=3[CH2:13][CH2:14]2)=[N:9]1)=[O:7])(=O)C.[OH-].[Na+]. Product: [OH:4][CH2:5][C:6]([N:8]1[C@@H:16]([C:17]2[CH:22]=[CH:21][C:20]([O:23][CH3:24])=[CH:19][CH:18]=2)[C@@H:15]2[C:10]([C:11]3[CH:28]=[C:27]([O:29][CH3:30])[CH:26]=[CH:25][C:12]=3[CH2:13][CH2:14]2)=[N:9]1)=[O:7]. The catalyst class is: 125. (4) Reactant: C1(P(C2C=CC=CC=2)C2C=CC=CC=2)C=CC=CC=1.[Br:20]Br.[Br:22][C:23]1[CH:28]=[CH:27][C:26]([C@:29]([NH:38][C@H:39]([C:45]([NH:47][C@H:48]([C:70]([NH2:72])=[O:71])[CH2:49][S:50][C:51]([C:64]2[CH:69]=[CH:68][CH:67]=[CH:66][CH:65]=2)([C:58]2[CH:63]=[CH:62][CH:61]=[CH:60][CH:59]=2)[C:52]2[CH:57]=[CH:56][CH:55]=[CH:54][CH:53]=2)=[O:46])[CH2:40][C:41]([F:44])([CH3:43])[CH3:42])([C:34]([F:37])([F:36])[F:35])[C:30]#[C:31][CH2:32]O)=[CH:25][CH:24]=1. Product: [Br:20][CH2:32][C:31]#[C:30][C@:29]([NH:38][C@H:39]([C:45]([NH:47][C@H:48]([C:70]([NH2:72])=[O:71])[CH2:49][S:50][C:51]([C:52]1[CH:53]=[CH:54][CH:55]=[CH:56][CH:57]=1)([C:64]1[CH:69]=[CH:68][CH:67]=[CH:66][CH:65]=1)[C:58]1[CH:63]=[CH:62][CH:61]=[CH:60][CH:59]=1)=[O:46])[CH2:40][C:41]([F:44])([CH3:43])[CH3:42])([C:26]1[CH:27]=[CH:28][C:23]([Br:22])=[CH:24][CH:25]=1)[C:34]([F:35])([F:36])[F:37]. The catalyst class is: 1. (5) Reactant: [Cl:1][C:2]1[CH:7]=[CH:6][CH:5]=[C:4]([Cl:8])[C:3]=1[C:9]1[S:10][CH:11]=[C:12]([C:14](OCC)=[O:15])[N:13]=1.[BH4-].[Li+]. Product: [Cl:1][C:2]1[CH:7]=[CH:6][CH:5]=[C:4]([Cl:8])[C:3]=1[C:9]1[S:10][CH:11]=[C:12]([CH2:14][OH:15])[N:13]=1. The catalyst class is: 5. (6) Reactant: O1C2C=CC(C3(C(N[C:16]4[CH:17]=[CH:18][C:19](CC#N)=[C:20]([C:22]5[CH:27]=[CH:26][C:25]([C:28]([N:30]([CH3:32])[CH3:31])=[O:29])=[CH:24][CH:23]=5)[CH:21]=4)=O)CC3)=CC=2OC1.OO.[OH-].[Na+]. Product: [CH3:31][N:30]([CH3:32])[C:28]([C:25]1[CH:26]=[CH:27][C:22]([C:20]2[CH:21]=[CH:16][CH:17]=[CH:18][CH:19]=2)=[CH:23][CH:24]=1)=[O:29]. The catalyst class is: 5. (7) Reactant: [Li][CH2:2][CH2:3][CH2:4][CH3:5].CCCCC[CH2:11][CH3:12].C(O)C1C=CC=CC=1.BrC1C=CC([CH2:26][N:27]2[CH2:31][CH2:30][CH2:29][C@H:28]2[CH3:32])=C(Cl)C=1.[O:36]=[C:37]1[CH2:40][CH:39]([C:41]([OH:43])=O)[CH2:38]1.[ClH:44].[NH:45]1[CH2:49][CH2:48][CH2:47][CH2:46]1.F[P-](F)(F)(F)(F)F.N1(O[P+](N(C)C)(N(C)C)N(C)C)C2C=CC=CC=2N=N1. Product: [Cl:44][C:3]1[CH:4]=[C:5]([C:37]2([OH:36])[CH2:38][CH:39]([C:41]([N:45]3[CH2:49][CH2:48][CH2:47][CH2:46]3)=[O:43])[CH2:40]2)[CH:11]=[CH:12][C:2]=1[CH2:26][N:27]1[CH2:31][CH2:30][CH2:29][C@H:28]1[CH3:32]. The catalyst class is: 1. (8) Reactant: [Cl:1][C:2]1[CH:7]=[CH:6][CH:5]=[C:4]([NH:8][C:9]2[CH:14]=[CH:13][CH:12]=[CH:11][CH:10]=2)[C:3]=1[NH2:15].[C:16]([O:20][C:21]([NH:23][C@@H:24]([CH3:28])[C:25](O)=[O:26])=[O:22])([CH3:19])([CH3:18])[CH3:17].C1C=NC2N(O)N=NC=2C=1.Cl.CN(C)CCCN=C=NCC.CCN(CC)CC. Product: [C:16]([O:20][C:21](=[O:22])[NH:23][C@H:24]([C:25](=[O:26])[NH:15][C:3]1[C:4]([NH:8][C:9]2[CH:14]=[CH:13][CH:12]=[CH:11][CH:10]=2)=[CH:5][CH:6]=[CH:7][C:2]=1[Cl:1])[CH3:28])([CH3:17])([CH3:18])[CH3:19]. The catalyst class is: 2.